This data is from Reaction yield outcomes from USPTO patents with 853,638 reactions. The task is: Predict the reaction yield, written as a fraction of the theoretical maximum amount of product (1.0 means a 100% yield; for example, 0.34 means a 34% yield). (1) The reactants are Cl[CH:2]([C:9]1[CH:14]=[CH:13][CH:12]=[C:11]([C:15]([F:18])([F:17])[F:16])[CH:10]=1)[C:3](=O)[C:4]([O:6][CH3:7])=[O:5].[NH2:19][C:20]([NH2:22])=[S:21]. The catalyst is CCO. The product is [NH2:22][C:20]1[S:21][C:2]([C:9]2[CH:14]=[CH:13][CH:12]=[C:11]([C:15]([F:18])([F:17])[F:16])[CH:10]=2)=[C:3]([C:4]([O:6][CH3:7])=[O:5])[N:19]=1. The yield is 0.920. (2) The catalyst is CC(C)=O.CC(O)C. The yield is 0.230. The product is [C:13]([C:10]1[CH:11]=[CH:12][C:7]([NH:6][C:4](=[O:5])[C@:3]([OH:20])([CH3:19])[CH2:2][O:38][C:36]2[CH:35]=[CH:34][C:31]([C:32]#[N:33])=[C:30]([F:29])[CH:37]=2)=[CH:8][C:9]=1[C:15]([F:18])([F:17])[F:16])#[N:14]. The reactants are Br[CH2:2][C@@:3]([OH:20])([CH3:19])[C:4]([NH:6][C:7]1[CH:12]=[CH:11][C:10]([C:13]#[N:14])=[C:9]([C:15]([F:18])([F:17])[F:16])[CH:8]=1)=[O:5].Br[NH-].C([O-])([O-])=O.[K+].[K+].[F:29][C:30]1[CH:37]=[C:36]([OH:38])[CH:35]=[CH:34][C:31]=1[C:32]#[N:33].O. (3) The yield is 0.990. The reactants are [CH2:1]([O:3][P:4]([CH2:9][N:10]1[C:19]2[C:14](=[C:15]([N+:20]([O-])=O)[CH:16]=[CH:17][CH:18]=2)[C:13](=[O:23])[C:12]([CH3:24])=[CH:11]1)(=[O:8])[O:5][CH2:6][CH3:7])[CH3:2].[ClH:25].[H][H]. The catalyst is CO.CCOCC.[Pd]. The product is [ClH:25].[CH2:1]([O:3][P:4]([CH2:9][N:10]1[C:19]2[C:14](=[C:15]([NH2:20])[CH:16]=[CH:17][CH:18]=2)[C:13](=[O:23])[C:12]([CH3:24])=[CH:11]1)(=[O:8])[O:5][CH2:6][CH3:7])[CH3:2].